This data is from Full USPTO retrosynthesis dataset with 1.9M reactions from patents (1976-2016). The task is: Predict the reactants needed to synthesize the given product. (1) The reactants are: [NH2:1][CH:2]1[CH2:7][CH2:6][N:5]([CH2:8][CH2:9][N:10]2[C:19]3[C:14](=[CH:15][CH:16]=[C:17]([O:20][CH3:21])[CH:18]=3)[N:13]=[CH:12][C:11]2=[O:22])[CH2:4][CH2:3]1.[O:23]1[C:32]2[C:27](=[N:28][CH:29]=[C:30]([CH:33]=O)[CH:31]=2)[O:26][CH2:25][CH2:24]1.C(O[BH-](OC(=O)C)OC(=O)C)(=O)C.[Na+].C(=O)([O-])O.[Na+]. Given the product [O:23]1[C:32]2[C:27](=[N:28][CH:29]=[C:30]([CH2:33][NH:1][CH:2]3[CH2:3][CH2:4][N:5]([CH2:8][CH2:9][N:10]4[C:19]5[C:14](=[CH:15][CH:16]=[C:17]([O:20][CH3:21])[CH:18]=5)[N:13]=[CH:12][C:11]4=[O:22])[CH2:6][CH2:7]3)[CH:31]=2)[O:26][CH2:25][CH2:24]1, predict the reactants needed to synthesize it. (2) The reactants are: [N+:1]([C:4]1[CH:18]=[CH:17][C:7]([CH2:8]P(=O)(OCC)OCC)=[CH:6][CH:5]=1)([O-:3])=[O:2].O=[C:20]1[CH2:25][CH2:24][N:23]([C:26]([O:28][C:29]([CH3:32])([CH3:31])[CH3:30])=[O:27])[CH2:22][CH2:21]1.[H-].[Na+]. Given the product [N+:1]([C:4]1[CH:5]=[CH:6][C:7]([CH:8]=[C:20]2[CH2:25][CH2:24][N:23]([C:26]([O:28][C:29]([CH3:32])([CH3:31])[CH3:30])=[O:27])[CH2:22][CH2:21]2)=[CH:17][CH:18]=1)([O-:3])=[O:2], predict the reactants needed to synthesize it. (3) Given the product [CH3:18][O:17][C:14]1[CH:15]=[CH:16][C:11]([C:10]2[C:3]3[C:2]([O:32][C@H:29]4[CH2:30][CH2:31][C@H:27]([OH:33])[CH2:28]4)=[N:7][CH:6]=[N:5][C:4]=3[O:8][C:9]=2[C:19]2[CH:20]=[CH:21][CH:22]=[CH:23][CH:24]=2)=[CH:12][CH:13]=1, predict the reactants needed to synthesize it. The reactants are: Cl[C:2]1[C:3]2[C:10]([C:11]3[CH:16]=[CH:15][C:14]([O:17][CH3:18])=[CH:13][CH:12]=3)=[C:9]([C:19]3[CH:24]=[CH:23][CH:22]=[CH:21][CH:20]=3)[O:8][C:4]=2[N:5]=[CH:6][N:7]=1.[OH-].[Na+].[C@H:27]1([OH:33])[CH2:31][CH2:30][C@H:29]([OH:32])[CH2:28]1.Cl. (4) The reactants are: [Br:1][CH2:2][CH2:3][CH2:4][CH2:5][CH2:6][CH3:7].[N:8]1[C:13]([CH3:14])=[CH:12][CH:11]=[CH:10][C:9]=1C.[CH:16](Cl)(Cl)Cl. Given the product [Br-:1].[CH2:2]([N+:8]1[CH:9]=[CH:10][C:11]([CH3:16])=[CH:12][C:13]=1[CH3:14])[CH2:3][CH2:4][CH2:5][CH2:6][CH3:7], predict the reactants needed to synthesize it.